This data is from Forward reaction prediction with 1.9M reactions from USPTO patents (1976-2016). The task is: Predict the product of the given reaction. (1) Given the reactants [F:1][C:2]1[CH:3]=[C:4]([N+:9]([O-:11])=[O:10])[CH:5]=[CH:6][C:7]=1F.[CH3:12][O:13][CH2:14][CH2:15][NH:16][CH2:17][CH2:18][O:19][CH3:20].C([O-])([O-])=O.[K+].[K+], predict the reaction product. The product is: [F:1][C:2]1[CH:3]=[C:4]([N+:9]([O-:11])=[O:10])[CH:5]=[CH:6][C:7]=1[N:16]([CH2:17][CH2:18][O:19][CH3:20])[CH2:15][CH2:14][O:13][CH3:12]. (2) Given the reactants [C:1]([O:5][C:6]([N:8]1[CH2:11][C:10](=[CH:12][C:13]2[N:14]([CH3:29])[C:15]3[C:20]([N:21]=2)=[C:19]([N:22]2[CH2:27][CH2:26][O:25][CH2:24][CH2:23]2)[N:18]=[C:17](Cl)[N:16]=3)[CH2:9]1)=[O:7])([CH3:4])([CH3:3])[CH3:2].[CH:30]([C:33]1[NH:34][C:35]2[CH:41]=[CH:40][CH:39]=[CH:38][C:36]=2[N:37]=1)([CH3:32])[CH3:31].CC(C1C=C(C(C)C)C(C2C=CC=CC=2P(C2CCCCC2)C2CCCCC2)=C(C(C)C)C=1)C.C([O-])([O-])=O.[Cs+].[Cs+], predict the reaction product. The product is: [C:1]([O:5][C:6]([N:8]1[CH2:11][C:10](=[CH:12][C:13]2[N:14]([CH3:29])[C:15]3[C:20]([N:21]=2)=[C:19]([N:22]2[CH2:27][CH2:26][O:25][CH2:24][CH2:23]2)[N:18]=[C:17]([N:34]2[C:35]4[CH:41]=[CH:40][CH:39]=[CH:38][C:36]=4[N:37]=[C:33]2[CH:30]([CH3:32])[CH3:31])[N:16]=3)[CH2:9]1)=[O:7])([CH3:4])([CH3:3])[CH3:2]. (3) Given the reactants [Br:1][C:2]1[CH:9]=[CH:8][C:5]([CH:6]=O)=[C:4]([Cl:10])[CH:3]=1.[NH:11]1[CH2:16][CH2:15][CH2:14][CH2:13][CH2:12]1.C(O[BH-](OC(=O)C)OC(=O)C)(=O)C.[Na+], predict the reaction product. The product is: [Br:1][C:2]1[CH:9]=[CH:8][C:5]([CH2:6][N:11]2[CH2:16][CH2:15][CH2:14][CH2:13][CH2:12]2)=[C:4]([Cl:10])[CH:3]=1. (4) Given the reactants [F:1][C:2]([F:34])([F:33])[C:3]1[CH:4]=[C:5]([C@H:13]2[O:17][C:16](=[O:18])[N:15]([CH2:19][C:20]3[C:25](Br)=[CH:24][CH:23]=[C:22]([N:27]4[CH:31]=[CH:30][CH:29]=[N:28]4)[N:21]=3)[C@H:14]2[CH3:32])[CH:6]=[C:7]([C:9]([F:12])([F:11])[F:10])[CH:8]=1.[CH3:35][O:36][C:37]1[CH:42]=[CH:41][C:40]([C:43]2[CH:48]=[CH:47][C:46]([C:49]([O:51][CH3:52])=[O:50])=[CH:45][C:44]=2[CH3:53])=[CH:39][C:38]=1B1OC(C)(C)C(C)(C)O1.C(=O)([O-])[O-].[K+].[K+], predict the reaction product. The product is: [F:1][C:2]([F:34])([F:33])[C:3]1[CH:4]=[C:5]([C@H:13]2[O:17][C:16](=[O:18])[N:15]([CH2:19][C:20]3[C:25]([C:38]4[CH:39]=[C:40]([C:43]5[CH:48]=[CH:47][C:46]([C:49]([O:51][CH3:52])=[O:50])=[CH:45][C:44]=5[CH3:53])[CH:41]=[CH:42][C:37]=4[O:36][CH3:35])=[CH:24][CH:23]=[C:22]([N:27]4[CH:31]=[CH:30][CH:29]=[N:28]4)[N:21]=3)[C@H:14]2[CH3:32])[CH:6]=[C:7]([C:9]([F:12])([F:11])[F:10])[CH:8]=1. (5) Given the reactants [C:1]1([C:7]2[O:8][C:9]([CH3:35])=[C:10]([CH2:12][O:13][C:14]3[CH:34]=[CH:33][C:17]([CH2:18][O:19][C:20]4[C:24]([CH:25]=[O:26])=[CH:23][N:22]([C:27]5[CH:32]=[CH:31][CH:30]=[CH:29][CH:28]=5)[N:21]=4)=[CH:16][CH:15]=3)[N:11]=2)[CH:6]=[CH:5][CH:4]=[CH:3][CH:2]=1.C(O)C.[BH4-].[Na+].O, predict the reaction product. The product is: [C:1]1([C:7]2[O:8][C:9]([CH3:35])=[C:10]([CH2:12][O:13][C:14]3[CH:15]=[CH:16][C:17]([CH2:18][O:19][C:20]4[C:24]([CH2:25][OH:26])=[CH:23][N:22]([C:27]5[CH:32]=[CH:31][CH:30]=[CH:29][CH:28]=5)[N:21]=4)=[CH:33][CH:34]=3)[N:11]=2)[CH:2]=[CH:3][CH:4]=[CH:5][CH:6]=1.